From a dataset of Forward reaction prediction with 1.9M reactions from USPTO patents (1976-2016). Predict the product of the given reaction. Given the reactants [CH2:1]([CH:4]1[CH2:9][CH2:8][CH:7]([S:10]([CH2:13][S:14]([CH:17]2[CH2:22][CH2:21][CH:20]([CH2:23][CH2:24][CH3:25])[CH2:19][CH2:18]2)(=[O:16])=[O:15])(=[O:12])=[O:11])[CH2:6][CH2:5]1)[CH2:2][CH3:3].C1(C)C=CC(S([N:35]=[N+:36]=[N-])(=O)=O)=CC=1.C1CCN2C(=NCCC2)CC1, predict the reaction product. The product is: [CH2:1]([CH:4]1[CH2:5][CH2:6][CH:7]([S:10]([C:13]([S:14]([CH:17]2[CH2:18][CH2:19][CH:20]([CH2:23][CH2:24][CH3:25])[CH2:21][CH2:22]2)(=[O:16])=[O:15])=[N+:35]=[N-:36])(=[O:12])=[O:11])[CH2:8][CH2:9]1)[CH2:2][CH3:3].